This data is from Catalyst prediction with 721,799 reactions and 888 catalyst types from USPTO. The task is: Predict which catalyst facilitates the given reaction. (1) Reactant: [OH:1][CH2:2][C@@H:3]([N:8]1[C:17]2[C:12](=[CH:13][C:14](I)=[CH:15][CH:16]=2)[C:11](=[O:19])[C:10]([C:20]([O:22][CH2:23][CH3:24])=[O:21])=[CH:9]1)[C:4]([CH3:7])([CH3:6])[CH3:5].[CH3:25][C:26]1([CH3:42])[C:30]([CH3:32])([CH3:31])[O:29][B:28]([B:28]2[O:29][C:30]([CH3:32])([CH3:31])[C:26]([CH3:42])([CH3:25])[O:27]2)[O:27]1.C(N(CC)CC)C.C([O-])(=O)C.[K+]. Product: [OH:1][CH2:2][C@@H:3]([N:8]1[C:17]2[C:12](=[CH:13][C:14]([B:28]3[O:29][C:30]([CH3:32])([CH3:31])[C:26]([CH3:42])([CH3:25])[O:27]3)=[CH:15][CH:16]=2)[C:11](=[O:19])[C:10]([C:20]([O:22][CH2:23][CH3:24])=[O:21])=[CH:9]1)[C:4]([CH3:7])([CH3:6])[CH3:5]. The catalyst class is: 551. (2) Reactant: [CH2:1]([N:5]1[C:13]2[C:12](=[O:14])[N:11]([CH3:15])[N:10]=[CH:9][C:8]=2[N:7]=[C:6]1[C:16]1[CH:21]=[CH:20][N:19]=[CH:18][CH:17]=1)[C:2]#[C:3][CH3:4].[CH3:22][O:23][C:24]1[CH:31]=[CH:30][C:27]([CH2:28][Cl:29])=[CH:26][CH:25]=1.CN(C)C=O.CC(C)=O. Product: [Cl-:29].[CH2:1]([N:5]1[C:13]2[C:12](=[O:14])[N:11]([CH3:15])[N:10]=[CH:9][C:8]=2[N:7]=[C:6]1[C:16]1[CH:21]=[CH:20][N+:19]([CH2:28][C:27]2[CH:30]=[CH:31][C:24]([O:23][CH3:22])=[CH:25][CH:26]=2)=[CH:18][CH:17]=1)[C:2]#[C:3][CH3:4]. The catalyst class is: 27. (3) Reactant: C([O:5][C:6](=[O:46])[CH:7]([NH:14][C:15]([C:17]1[CH:45]=[C:20]2[N:21]=[C:22]([C:38]3[CH:43]=[CH:42][C:41]([Cl:44])=[CH:40][CH:39]=3)[CH:23]=[C:24]([C:25]3[CH:30]=[CH:29][C:28]([O:31][C:32]4[CH:37]=[CH:36][CH:35]=[CH:34][CH:33]=4)=[CH:27][CH:26]=3)[N:19]2[N:18]=1)=[O:16])[CH2:8][O:9]C(C)(C)C)(C)(C)C.FC(F)(F)C(O)=O. Product: [Cl:44][C:41]1[CH:42]=[CH:43][C:38]([C:22]2[CH:23]=[C:24]([C:25]3[CH:26]=[CH:27][C:28]([O:31][C:32]4[CH:37]=[CH:36][CH:35]=[CH:34][CH:33]=4)=[CH:29][CH:30]=3)[N:19]3[N:18]=[C:17]([C:15]([NH:14][CH:7]([CH2:8][OH:9])[C:6]([OH:46])=[O:5])=[O:16])[CH:45]=[C:20]3[N:21]=2)=[CH:39][CH:40]=1. The catalyst class is: 6.